From a dataset of Full USPTO retrosynthesis dataset with 1.9M reactions from patents (1976-2016). Predict the reactants needed to synthesize the given product. (1) Given the product [CH:1]1([C:6]2[CH:31]=[CH:30][C:9]([CH2:10][O:11][C:12]3[CH:13]=[CH:14][C:15]4[N:19]5[CH2:20][CH2:21][CH:22]([CH2:23][C:24]([OH:26])=[O:25])[C:18]5=[N:17][C:16]=4[CH:29]=3)=[CH:8][C:7]=2[C:32]([F:34])([F:35])[F:33])[CH2:5][CH2:4][CH2:3][CH2:2]1, predict the reactants needed to synthesize it. The reactants are: [CH:1]1([C:6]2[CH:31]=[CH:30][C:9]([CH2:10][O:11][C:12]3[CH:13]=[CH:14][C:15]4[N:19]5[CH2:20][CH2:21][CH:22]([CH2:23][C:24]([O:26]CC)=[O:25])[C:18]5=[N:17][C:16]=4[CH:29]=3)=[CH:8][C:7]=2[C:32]([F:35])([F:34])[F:33])[CH2:5][CH2:4][CH2:3][CH2:2]1.[OH-].[Li+].Cl. (2) Given the product [C:27]([C:26]1[CH:29]=[CH:30][C:31]([C:33]2[N:37]3[CH:38]=[C:39]([C:9]4[CH:10]=[CH:11][C:6]([C:4]([O:3][CH2:1][CH3:2])=[O:5])=[CH:7][CH:8]=4)[CH:40]=[CH:41][C:36]3=[N:35][CH:34]=2)=[CH:32][CH:25]=1)#[N:28], predict the reactants needed to synthesize it. The reactants are: [CH2:1]([O:3][C:4]([C:6]1[CH:11]=[CH:10][C:9](B(O)O)=[CH:8][CH:7]=1)=[O:5])[CH3:2].[O-]P([O-])([O-])=O.[K+].[K+].[K+].C([C:25]1[CH:32]=[C:31]([C:33]2[N:37]3[CH:38]=[C:39](Br)[CH:40]=[CH:41][C:36]3=[N:35][CH:34]=2)[CH:30]=[CH:29][C:26]=1[C:27]#[N:28])C. (3) Given the product [C:49]([N:46]1[CH2:45][CH2:44][N:43]([C:41]([C:39]2[CH:38]=[C:12]([CH:11]=[C:10]([C:8]3[CH:7]=[CH:6][C:5]4[O:1][CH2:2][O:3][C:4]=4[CH:9]=3)[CH:40]=2)[O:13][CH2:14][CH2:15][CH2:16][CH2:17][CH2:18][CH2:19][C:20]2[C:21]([CH2:33][CH2:34][C:35]([OH:37])=[O:36])=[C:22]([CH:30]=[CH:31][CH:32]=2)[O:23][CH2:24][CH2:25][CH2:26][C:27]([OH:29])=[O:28])=[O:42])[CH2:48][CH2:47]1)(=[O:51])[CH3:50], predict the reactants needed to synthesize it. The reactants are: [O:1]1[C:5]2[CH:6]=[CH:7][C:8]([C:10]3[CH:11]=[C:12]([CH:38]=[C:39]([C:41]([N:43]4[CH2:48][CH2:47][NH:46][CH2:45][CH2:44]4)=[O:42])[CH:40]=3)[O:13][CH2:14][CH2:15][CH2:16][CH2:17][CH2:18][CH2:19][C:20]3[C:21]([CH2:33][CH2:34][C:35]([OH:37])=[O:36])=[C:22]([CH:30]=[CH:31][CH:32]=3)[O:23][CH2:24][CH2:25][CH2:26][C:27]([OH:29])=[O:28])=[CH:9][C:4]=2[O:3][CH2:2]1.[C:49](OC(=O)C)(=[O:51])[CH3:50].C(N(CC)CC)C. (4) The reactants are: [CH2:1]([C:3]1[CH:4]=[N:5][N:6]([CH3:17])[C:7]=1[C:8]1[CH:9]=[C:10]([C:13]([O:15]C)=[O:14])[S:11][CH:12]=1)[CH3:2].[OH-].[Na+]. Given the product [CH2:1]([C:3]1[CH:4]=[N:5][N:6]([CH3:17])[C:7]=1[C:8]1[CH:9]=[C:10]([C:13]([OH:15])=[O:14])[S:11][CH:12]=1)[CH3:2], predict the reactants needed to synthesize it.